Dataset: Forward reaction prediction with 1.9M reactions from USPTO patents (1976-2016). Task: Predict the product of the given reaction. (1) The product is: [F:1][C:2]1[CH:7]=[CH:6][C:5]([C:8]2[S:12][C:11]3[CH:13]=[C:14]([O:17][CH3:18])[CH:15]=[CH:16][C:10]=3[C:9]=2[O:19][C:20]2[CH:21]=[CH:22][C:23](/[CH:26]=[CH:27]/[C:28]([NH:39][O:38][CH:33]3[CH2:34][CH2:35][CH2:36][CH2:37][O:32]3)=[O:29])=[CH:24][CH:25]=2)=[C:4]([CH3:31])[CH:3]=1. Given the reactants [F:1][C:2]1[CH:7]=[CH:6][C:5]([C:8]2[S:12][C:11]3[CH:13]=[C:14]([O:17][CH3:18])[CH:15]=[CH:16][C:10]=3[C:9]=2[O:19][C:20]2[CH:25]=[CH:24][C:23](/[CH:26]=[CH:27]/[C:28](O)=[O:29])=[CH:22][CH:21]=2)=[C:4]([CH3:31])[CH:3]=1.[O:32]1[CH2:37][CH2:36][CH2:35][CH2:34][CH:33]1[O:38][NH2:39].CN(C(ON1N=NC2C=CC=NC1=2)=[N+](C)C)C.F[P-](F)(F)(F)(F)F.CCN(C(C)C)C(C)C, predict the reaction product. (2) Given the reactants Br[CH2:2][CH2:3][CH2:4][C:5]([C:11]1[CH:16]=[CH:15][C:14]([O:17][CH3:18])=[C:13]([O:19][CH3:20])[CH:12]=1)([CH:8]([CH3:10])[CH3:9])[C:6]#[N:7].[CH3:21][NH:22][CH2:23][CH2:24][C:25]1[CH:26]=[C:27]([CH:32]=[CH:33][CH:34]=1)[C:28]([O:30][CH3:31])=[O:29], predict the reaction product. The product is: [C:6]([C:5]([C:11]1[CH:16]=[CH:15][C:14]([O:17][CH3:18])=[C:13]([O:19][CH3:20])[CH:12]=1)([CH:8]([CH3:10])[CH3:9])[CH2:4][CH2:3][CH2:2][N:22]([CH3:21])[CH2:23][CH2:24][C:25]1[CH:26]=[C:27]([CH:32]=[CH:33][CH:34]=1)[C:28]([O:30][CH3:31])=[O:29])#[N:7]. (3) Given the reactants [CH:1]1[CH:6]=[C:5]([CH:7]=O)[C:4]([OH:9])=[CH:3][CH:2]=1.[C:10](#[N:13])[CH:11]=[CH2:12].C1N2CCN(CC2)C1, predict the reaction product. The product is: [O:9]1[C:4]2[C:5](=[CH:6][CH:1]=[CH:2][CH:3]=2)[CH:7]=[C:11]([C:10]#[N:13])[CH2:12]1. (4) Given the reactants C(O[C:9](=[O:27])[C@H:10]([CH2:22][CH2:23][CH2:24][CH2:25][NH2:26])[NH:11]C(OCC1C=CC=CC=1)=O)C1C=CC=CC=1.[OH-:28].[Na+].[NH2:30][C@H](C(O)=O)CCCCN.[CH3:40][OH:41], predict the reaction product. The product is: [NH2:11][C@H:10]([C:9]([NH2:30])=[O:27])[CH2:22][CH2:23][CH2:24][CH2:25][NH:26][C:40]([OH:41])=[O:28]. (5) Given the reactants [CH2:1]([C@@H:7]1[CH2:11][O:10]C(C)(C)[O:8]1)[CH2:2]/[CH:3]=[CH:4]\[CH2:5][CH3:6], predict the reaction product. The product is: [CH2:11]([OH:10])[C@H:7]([OH:8])[CH2:1][CH2:2]/[CH:3]=[CH:4]\[CH2:5][CH3:6]. (6) Given the reactants S(Cl)(Cl)=O.C1(C)C=CC=CC=1.[C:12]([C:15]1[CH:20]=[CH:19][CH:18]=[C:17]([C:21]([O:23][CH3:24])=[O:22])[N:16]=1)([OH:14])=O.[CH3:25][C:26]([CH3:30])([CH3:29])[C:27]#[CH:28], predict the reaction product. The product is: [CH3:25][C:26]([CH3:30])([CH3:29])[C:27]#[C:28][C:12]([C:15]1[N:16]=[C:17]([C:21]([O:23][CH3:24])=[O:22])[CH:18]=[CH:19][CH:20]=1)=[O:14]. (7) Given the reactants Br[C:2]1[C:10]2[N:9]3[CH2:11][CH2:12][CH2:13][NH:14][C:15](=[O:16])[C:8]3=[CH:7][C:6]=2[CH:5]=[C:4]([C:17]#[N:18])[CH:3]=1.[F:19][C:20]([F:32])([F:31])[O:21][C:22]1[CH:27]=[CH:26][C:25](B(O)O)=[CH:24][CH:23]=1, predict the reaction product. The product is: [O:16]=[C:15]1[C:8]2=[CH:7][C:6]3[CH:5]=[C:4]([C:17]#[N:18])[CH:3]=[C:2]([C:25]4[CH:24]=[CH:23][C:22]([O:21][C:20]([F:19])([F:31])[F:32])=[CH:27][CH:26]=4)[C:10]=3[N:9]2[CH2:11][CH2:12][CH2:13][NH:14]1. (8) Given the reactants [O:1]=[C:2]1[C:11]2[C:6](=[CH:7][CH:8]=[CH:9][CH:10]=2)[N:5]=[C:4]([CH2:12][CH2:13][CH2:14][C:15]([OH:17])=O)[NH:3]1.FC(F)(F)C(O)=O.[NH:25]1[CH2:30][CH2:29][CH:28]([C:31]2[O:32][C:33]([C:36]3[CH:37]=[N:38][CH:39]=[CH:40][CH:41]=3)=[N:34][N:35]=2)[CH2:27][CH2:26]1, predict the reaction product. The product is: [O:17]=[C:15]([N:25]1[CH2:30][CH2:29][CH:28]([C:31]2[O:32][C:33]([C:36]3[CH:37]=[N:38][CH:39]=[CH:40][CH:41]=3)=[N:34][N:35]=2)[CH2:27][CH2:26]1)[CH2:14][CH2:13][CH2:12][C:4]1[NH:3][C:2](=[O:1])[C:11]2[C:6](=[CH:7][CH:8]=[CH:9][CH:10]=2)[N:5]=1. (9) Given the reactants [CH2:1]([C:3]1[C:13]2[NH:12][C:11](=[O:14])[CH2:10][N+:9]([O-])=[C:8]([C:16]3[CH:21]=[CH:20][CH:19]=[CH:18][C:17]=3[F:22])[C:7]=2[CH:6]=[CH:5][CH:4]=1)[CH3:2].[C:23]([O:26]C(=O)C)(=[O:25])[CH3:24], predict the reaction product. The product is: [C:23]([O:26][CH:10]1[N:9]=[C:8]([C:16]2[CH:21]=[CH:20][CH:19]=[CH:18][C:17]=2[F:22])[C:7]2[CH:6]=[CH:5][CH:4]=[C:3]([CH2:1][CH3:2])[C:13]=2[NH:12][C:11]1=[O:14])(=[O:25])[CH3:24].